The task is: Predict the product of the given reaction.. This data is from Forward reaction prediction with 1.9M reactions from USPTO patents (1976-2016). (1) Given the reactants [Na+].[Cl-].C[O:4][C:5]1[CH:6]=[CH:7][C:8]([CH2:12][CH2:13][CH2:14][C:15]2[CH:16]=[CH:17][C:18]([OH:21])=[CH:19][CH:20]=2)=[C:9]([OH:11])[CH:10]=1, predict the reaction product. The product is: [OH:4][C:5]1[CH:10]=[C:9]2[C:8]([CH2:12][CH2:13][C@@H:14]([C:15]3[CH:16]=[CH:17][C:18]([OH:21])=[CH:19][CH:20]=3)[O:11]2)=[CH:7][CH:6]=1. (2) Given the reactants C[O:2][C:3]([C@@H:5]1[O:9][C:8](=[O:10])[N:7]([C:11]2[CH:22]=[CH:21][C:14]3[N:15]([CH3:20])[C:16](=[O:19])[CH2:17][S:18][C:13]=3[CH:12]=2)[CH2:6]1)=O.[NH3:23], predict the reaction product. The product is: [CH3:20][N:15]1[C:14]2[CH:21]=[CH:22][C:11]([N:7]3[CH2:6][C@H:5]([C:3]([NH2:23])=[O:2])[O:9][C:8]3=[O:10])=[CH:12][C:13]=2[S:18][CH2:17][C:16]1=[O:19]. (3) Given the reactants Br[C:2]1[N:7]=[C:6]([O:8][C:9]2[CH:10]=[CH:11][C:12]3[O:17][CH2:16][CH2:15][N:14]([C:18]4[S:19][C:20]5[C:21](=[O:29])[NH:22][C:23]([CH3:28])([CH3:27])[CH2:24][C:25]=5[N:26]=4)[C:13]=3[CH:30]=2)[CH:5]=[CH:4][CH:3]=1.P([O-])([O-])([O-])=O.[K+].[K+].[K+].[CH3:39][N:40]1[CH:44]=[C:43](B2OC(C)(C)C(C)(C)O2)[CH:42]=[N:41]1, predict the reaction product. The product is: [CH3:27][C:23]1([CH3:28])[NH:22][C:21](=[O:29])[C:20]2[S:19][C:18]([N:14]3[C:13]4[CH:30]=[C:9]([O:8][C:6]5[CH:5]=[CH:4][CH:3]=[C:2]([C:43]6[CH:42]=[N:41][N:40]([CH3:39])[CH:44]=6)[N:7]=5)[CH:10]=[CH:11][C:12]=4[O:17][CH2:16][CH2:15]3)=[N:26][C:25]=2[CH2:24]1. (4) Given the reactants [CH:1]1([O:6][C:7]2[CH:8]=[C:9]([CH:33]=[CH:34][C:35]=2[O:36][CH3:37])[N:10]([C:18]2[CH:23]=[CH:22][C:21]([O:24][CH2:25][C@H:26]3[CH2:30][O:29]C(C)(C)[O:27]3)=[CH:20][CH:19]=2)[CH2:11][C:12]2[CH:13]=[N:14][CH:15]=[CH:16][CH:17]=2)[CH2:5][CH2:4][CH2:3][CH2:2]1.Cl.C([O-])(O)=O.[Na+], predict the reaction product. The product is: [CH:1]1([O:6][C:7]2[CH:8]=[C:9]([N:10]([CH2:11][C:12]3[CH:13]=[N:14][CH:15]=[CH:16][CH:17]=3)[C:18]3[CH:23]=[CH:22][C:21]([O:24][CH2:25][C@H:26]([OH:27])[CH2:30][OH:29])=[CH:20][CH:19]=3)[CH:33]=[CH:34][C:35]=2[O:36][CH3:37])[CH2:2][CH2:3][CH2:4][CH2:5]1. (5) Given the reactants [F:1][C:2]1[C:7]([O:8][CH3:9])=[CH:6][CH:5]=[CH:4][C:3]=1[CH2:10][CH2:11][NH2:12].C=O.[C:15](O)(C(F)(F)F)=O, predict the reaction product. The product is: [F:1][C:2]1[C:7]([O:8][CH3:9])=[CH:6][CH:5]=[C:4]2[C:3]=1[CH2:10][CH2:11][NH:12][CH2:15]2. (6) Given the reactants Br[C:2]1[CH:3]=[C:4]2[C:31](=[CH:32][CH:33]=1)[O:30][C:29]([CH3:35])([CH3:34])[C:25]1([CH2:28][O:27][CH2:26]1)[C:5]12[CH2:9][O:8][C:7]([N:10]([C:18]([O:20][C:21]([CH3:24])([CH3:23])[CH3:22])=[O:19])C(OC(C)(C)C)=O)=[N:6]1.F[B-](F)(F)F.C([PH+](C(C)(C)C)C(C)(C)C)(C)(C)C.C[Si]([N-:58][Si](C)(C)C)(C)C.[Li+].Cl, predict the reaction product. The product is: [NH2:58][C:2]1[CH:3]=[C:4]2[C:31](=[CH:32][CH:33]=1)[O:30][C:29]([CH3:34])([CH3:35])[C:25]1([CH2:28][O:27][CH2:26]1)[C:5]12[CH2:9][O:8][C:7]([NH:10][C:18](=[O:19])[O:20][C:21]([CH3:24])([CH3:23])[CH3:22])=[N:6]1. (7) The product is: [O:23]1[CH2:22][CH:21]=[C:20]([C:2]2[N:7]=[N:6][C:5]([C:8]([OH:10])=[O:9])=[CH:4][CH:3]=2)[CH2:25][CH2:24]1. Given the reactants Cl[C:2]1[N:7]=[N:6][C:5]([C:8]([O:10]C)=[O:9])=[CH:4][CH:3]=1.CC1(C)C(C)(C)OB([C:20]2[CH2:21][CH2:22][O:23][CH2:24][CH:25]=2)O1.C([O-])([O-])=O.[Cs+].[Cs+].Cl, predict the reaction product. (8) Given the reactants [NH2:1][C:2]1[CH:7]=[CH:6][C:5]([C@H:8]([CH3:13])[C:9]([O:11][CH3:12])=[O:10])=[CH:4][CH:3]=1.[S-:14][C:15]#[N:16].[Na+], predict the reaction product. The product is: [C:15]([NH:1][C:2]1[CH:3]=[CH:4][C:5]([C@H:8]([CH3:13])[C:9]([O:11][CH3:12])=[O:10])=[CH:6][CH:7]=1)(=[S:14])[NH2:16]. (9) Given the reactants [CH2:1]1[C:5]2([CH2:10][CH2:9][N:8]([C:11]([O:13][C:14]([CH3:17])([CH3:16])[CH3:15])=[O:12])[CH2:7][CH2:6]2)[CH2:4][CH2:3][NH:2]1.Br[C:19]1[CH:24]=[CH:23][C:22]([N+:25]([O-:27])=[O:26])=[CH:21][N:20]=1.CCN(C(C)C)C(C)C, predict the reaction product. The product is: [N+:25]([C:22]1[CH:23]=[CH:24][C:19]([N:2]2[CH2:3][CH2:4][C:5]3([CH2:10][CH2:9][N:8]([C:11]([O:13][C:14]([CH3:17])([CH3:16])[CH3:15])=[O:12])[CH2:7][CH2:6]3)[CH2:1]2)=[N:20][CH:21]=1)([O-:27])=[O:26]. (10) Given the reactants [NH2:1][C@H:2]1[CH2:7][CH2:6][CH2:5][CH2:4][C@H:3]1[NH:8][C:9]1[N:14]=[C:13]([NH:15][C:16]2[CH:21]=[CH:20][C:19](C3ON=CC=3)=[CH:18][CH:17]=2)[C:12]([C:27]([NH2:29])=[O:28])=[CH:11][N:10]=1.[CH3:30][C:31]1[O:35][N:34]=[C:33](C2C=CC(N)=CC=2)[N:32]=1, predict the reaction product. The product is: [NH2:1][C@H:2]1[CH2:7][CH2:6][CH2:5][CH2:4][C@H:3]1[NH:8][C:9]1[N:14]=[C:13]([NH:15][C:16]2[CH:21]=[CH:20][C:19]([C:33]3[N:32]=[C:31]([CH3:30])[O:35][N:34]=3)=[CH:18][CH:17]=2)[C:12]([C:27]([NH2:29])=[O:28])=[CH:11][N:10]=1.